The task is: Regression. Given a peptide amino acid sequence and an MHC pseudo amino acid sequence, predict their binding affinity value. This is MHC class II binding data.. This data is from Peptide-MHC class II binding affinity with 134,281 pairs from IEDB. (1) The peptide sequence is SIYGAKFADENFIKK. The MHC is DRB1_0405 with pseudo-sequence DRB1_0405. The binding affinity (normalized) is 0.0145. (2) The peptide sequence is ECQVQTAVDFGNSYI. The MHC is DRB1_0101 with pseudo-sequence DRB1_0101. The binding affinity (normalized) is 0.0854. (3) The peptide sequence is AAHTAGTTVYGAFAA. The MHC is HLA-DQA10102-DQB10602 with pseudo-sequence HLA-DQA10102-DQB10602. The binding affinity (normalized) is 0.826. (4) The peptide sequence is VATLSEALRIIAGTLEVHAV. The MHC is DRB3_0101 with pseudo-sequence DRB3_0101. The binding affinity (normalized) is 0.213. (5) The peptide sequence is MATRFMTDPHAMRDM. The MHC is DRB1_1302 with pseudo-sequence DRB1_1302. The binding affinity (normalized) is 0.160. (6) The peptide sequence is LAETIDTIIDQSVAN. The MHC is DRB1_0101 with pseudo-sequence DRB1_0101. The binding affinity (normalized) is 0.671. (7) The peptide sequence is MTEQQWNFAGIEAAA. The MHC is DRB5_0101 with pseudo-sequence DRB5_0101. The binding affinity (normalized) is 0.119.